From a dataset of Forward reaction prediction with 1.9M reactions from USPTO patents (1976-2016). Predict the product of the given reaction. Given the reactants [NH2:1][CH2:2][C:3]1[CH:4]=[CH:5][CH:6]=[C:7]2[C:12]=1[N:11]=[CH:10][CH:9]=[CH:8]2.[C:13]([C:16]1[CH:17]=[C:18]2[C:23](=[CH:24][CH:25]=1)[CH2:22][C:21]1([C:29](=[O:30])[NH:28][C:27](=[O:31])[NH:26]1)[CH2:20][CH2:19]2)(O)=[O:14].C(Cl)CCl.C1C=CC2N(O)N=NC=2C=1, predict the reaction product. The product is: [O:31]=[C:27]1[NH:26][C:21]2([CH2:20][CH2:19][C:18]3[C:23](=[CH:24][CH:25]=[C:16]([C:13]([NH:1][CH2:2][C:3]4[CH:4]=[CH:5][CH:6]=[C:7]5[C:12]=4[N:11]=[CH:10][CH:9]=[CH:8]5)=[O:14])[CH:17]=3)[CH2:22]2)[C:29](=[O:30])[NH:28]1.